This data is from Forward reaction prediction with 1.9M reactions from USPTO patents (1976-2016). The task is: Predict the product of the given reaction. (1) The product is: [CH2:12]([O:19][C:20]1[CH:25]=[CH:24][CH:23]=[CH:22][C:21]=1[CH:34]([C:33]1[CH:36]=[CH:37][C:30]([CH:27]2[CH2:28][CH2:29]2)=[CH:31][CH:32]=1)[OH:35])[C:13]1[CH:18]=[CH:17][CH:16]=[CH:15][CH:14]=1. Given the reactants CCCCCC.C([Li])CCC.[CH2:12]([O:19][C:20]1[CH:25]=[CH:24][CH:23]=[CH:22][C:21]=1Br)[C:13]1[CH:18]=[CH:17][CH:16]=[CH:15][CH:14]=1.[CH:27]1([C:30]2[CH:37]=[CH:36][C:33]([CH:34]=[O:35])=[CH:32][CH:31]=2)[CH2:29][CH2:28]1.O, predict the reaction product. (2) Given the reactants [H-].[Na+].[C:3]([O:7][C:8]([N:10]1[CH2:14][C@H:13]([OH:15])[C@@H:12]([N:16]=[N+:17]=[N-:18])[CH2:11]1)=[O:9])([CH3:6])([CH3:5])[CH3:4].Br[CH2:20][C:21]([O:23][CH2:24][CH3:25])=[O:22], predict the reaction product. The product is: [C:3]([O:7][C:8]([N:10]1[CH2:14][C@H:13]([O:15][CH2:20][C:21]([O:23][CH2:24][CH3:25])=[O:22])[C@@H:12]([N:16]=[N+:17]=[N-:18])[CH2:11]1)=[O:9])([CH3:6])([CH3:4])[CH3:5]. (3) Given the reactants [OH:1][CH:2]1[CH2:7][CH2:6][N:5]([C:8](=[S:10])[NH2:9])[CH2:4][CH2:3]1.Br.Br[CH:13]([C:22]1[CH:27]=[CH:26][N:25]=[C:24]([F:28])[CH:23]=1)[C:14]([C:16]1[CH:21]=[CH:20][N:19]=[CH:18][CH:17]=1)=O, predict the reaction product. The product is: [F:28][C:24]1[CH:23]=[C:22]([C:13]2[S:10][C:8]([N:5]3[CH2:6][CH2:7][CH:2]([OH:1])[CH2:3][CH2:4]3)=[N:9][C:14]=2[C:16]2[CH:21]=[CH:20][N:19]=[CH:18][CH:17]=2)[CH:27]=[CH:26][N:25]=1. (4) Given the reactants [CH2:1]([N:4]1[C:12](=[O:13])[C:11]2[C:6](=[N:7][C:8](SC)=[N:9][CH:10]=2)[N:5]1[C:16]1[CH:21]=[CH:20][CH:19]=[C:18]([CH3:22])[N:17]=1)[CH:2]=[CH2:3].[NH2:23][C:24]1[CH:29]=[CH:28][C:27]([N:30]2[CH2:35][CH2:34][N:33]([CH2:36][C:37]([N:39]([CH3:41])[CH3:40])=[O:38])[CH2:32][CH2:31]2)=[CH:26][CH:25]=1, predict the reaction product. The product is: [CH3:40][N:39]([CH3:41])[C:37](=[O:38])[CH2:36][N:33]1[CH2:32][CH2:31][N:30]([C:27]2[CH:28]=[CH:29][C:24]([NH:23][C:8]3[N:7]=[C:6]4[N:5]([C:16]5[CH:21]=[CH:20][CH:19]=[C:18]([CH3:22])[N:17]=5)[N:4]([CH2:1][C:2]#[CH:3])[C:12](=[O:13])[C:11]4=[CH:10][N:9]=3)=[CH:25][CH:26]=2)[CH2:35][CH2:34]1. (5) Given the reactants [OH:1][CH2:2][CH2:3][NH:4][C:5]([C:7]1[CH:8]=[N:9][N:10]([C:12]2[CH:17]=[CH:16][C:15]([O:18][CH2:19][CH2:20][CH2:21][N:22]3[CH2:26][CH2:25][CH2:24][C@H:23]3[CH3:27])=[CH:14][CH:13]=2)[CH:11]=1)=[O:6].[C:28]([Si:32](Cl)([CH3:34])[CH3:33])([CH3:31])([CH3:30])[CH3:29].N1C=CN=C1.CN(C)C=O, predict the reaction product. The product is: [Si:32]([O:1][CH2:2][CH2:3][NH:4][C:5]([C:7]1[CH:8]=[N:9][N:10]([C:12]2[CH:17]=[CH:16][C:15]([O:18][CH2:19][CH2:20][CH2:21][N:22]3[CH2:26][CH2:25][CH2:24][C@H:23]3[CH3:27])=[CH:14][CH:13]=2)[CH:11]=1)=[O:6])([C:28]([CH3:31])([CH3:30])[CH3:29])([CH3:34])[CH3:33]. (6) The product is: [Cl:26][C:27]1[CH:28]=[C:29]([CH:30]=[CH:31][C:32]=1[F:33])[CH2:34][O:1][C:2]1[CH:7]=[CH:6][N:5]([C:8]2[CH:9]=[CH:10][C:11]3[N:15]=[C:14]([CH:16]4[CH2:18][CH:17]4[C:19]([OH:22])([CH3:20])[CH3:21])[N:13]([CH3:23])[C:12]=3[CH:24]=2)[C:4](=[O:25])[CH:3]=1. Given the reactants [OH:1][C:2]1[CH:7]=[CH:6][N:5]([C:8]2[CH:9]=[CH:10][C:11]3[N:15]=[C:14]([CH:16]4[CH2:18][CH:17]4[C:19]([OH:22])([CH3:21])[CH3:20])[N:13]([CH3:23])[C:12]=3[CH:24]=2)[C:4](=[O:25])[CH:3]=1.[Cl:26][C:27]1[CH:28]=[C:29]([CH2:34]O)[CH:30]=[CH:31][C:32]=1[F:33].C(P(CCCC)CCCC)CCC.N(C(N1CCCCC1)=O)=NC(N1CCCCC1)=O, predict the reaction product. (7) Given the reactants [OH:1][C@@H:2]([C@H:4]1[C:24](=[O:25])[N:6]2[C:7]([C:21]([O-:23])=[O:22])=[C:8]([S:11]/[CH:12]=[CH:13]\[C:14]3[S:18][CH:17]=[N:16][C:15]=3[CH2:19][OH:20])[C@H:9]([CH3:10])[C@H:5]12)[CH3:3].[Na+].[CH2:27](Br)[CH:28]=[CH2:29].C(I)C=C, predict the reaction product. The product is: [OH:1][C@@H:2]([C@H:4]1[C:24](=[O:25])[N:6]2[C:7]([C:21]([O:23][CH2:29][CH:28]=[CH2:27])=[O:22])=[C:8]([S:11]/[CH:12]=[CH:13]\[C:14]3[S:18][CH:17]=[N:16][C:15]=3[CH2:19][OH:20])[C@H:9]([CH3:10])[C@H:5]12)[CH3:3].